Dataset: Experimentally validated miRNA-target interactions with 360,000+ pairs, plus equal number of negative samples. Task: Binary Classification. Given a miRNA mature sequence and a target amino acid sequence, predict their likelihood of interaction. (1) The miRNA is ssc-miR-204 with sequence UUCCCUUUGUCAUCCUAUGCCU. The protein sequence of the target gene is MMAAGAAVALALWLLLPAVGVGEAGPPPIQDGEFTFLLPAGRKQCFYQSAPANASLETEYQVIGGAGLDVDFTLESPQGVLLVSESRKADGVHTVEPTEAGDYRLCFDNSFSTISEKLVFFELIFDSFQDEEEVEGWAEAVEPEEMLDVKMEDIKESIETMRTRLERSIQMLTLLRAFEARDRNLQEDNLERVNFWSAANVAVLLLVAVLQVCTLKRFFHDKRPVPT. Result: 0 (no interaction). (2) The miRNA is hsa-miR-1468-3p with sequence AGCAAAAUAAGCAAAUGGAAAA. The protein sequence of the target gene is MKSAKLGFLLRFFIFCSLNTLLLGGVNKIAEKICGDLKDPCKLDMNFGSCYEVHFRYFYNRTSKRCETFVFSGCNGNLNNFKLKIEREVACVAKYKPPR. Result: 0 (no interaction). (3) The miRNA is hsa-miR-4635 with sequence UCUUGAAGUCAGAACCCGCAA. The protein sequence of the target gene is MATLWGGLLRLGSLLSLSCLALSVLLLAQLSDAAKNFEDVRCKCICPPYKENSGHIYNKNISQKDCDCLHVVEPMPVRGPDVEAYCLRCECKYEERSSVTIKVTIIIYLSILGLLLLYMVYLTLVEPILKRRLFGHAQLIQSDDDIGDHQPFANAHDVLARSRSRANVLNKVEYAQQRWKLQVQEQRKSVFDRHVVLS. Result: 1 (interaction). (4) The miRNA is hsa-miR-302a-5p with sequence ACUUAAACGUGGAUGUACUUGCU. The protein sequence of the target gene is MGSCCSCLNRDSVPDNHPTKFKVTNVDDEGVELGSGVMELTQSELVLHLHRREAVRWPYLCLRRYGYDSNLFSFESGRRCQTGQGIFAFKCSRAEEIFNLLQDLMQCNSINVMEEPVIITRNSHPAELDLPRAPQPPNALGYTVSSFSNGCPGEGPRFSAPRRLSTSSLRHPSLGEESTHALIAPDEQSHTYVNTPASEDDHRRGRHCLQPLPEGQAPFLPQARGPDQRDPQVFLQPGQVKFVLGPTPARRHMVKCQGLCPSLHDPPHHNNNNEAPSECPAQPKCTYENVTGGLWRGAGW.... Result: 0 (no interaction). (5) The protein sequence of the target gene is MFQVPDSEGGRAGSRAMKPPGGESSNLFGSPEEATPSSRPNRMASNIFGPTEEPQNIPKRTNPPGGKGSGIFDESTPVQTRQHLNPPGGKTSDIFGSPVTATSRLAHPNKPKDHVFLCEGEEPKSDLKAARSIPAGAEPGEKGSARKAGPAKEQEPMPTVDSHEPRLGPRPRSHNKVLNPPGGKSSISFY. The miRNA is hsa-miR-6791-3p with sequence UGCCUCCUUGGUCUCCGGCAG. Result: 1 (interaction). (6) The protein sequence of the target gene is MADKVQTTLLFLAVGEFSVGILGNAFIGLVNCMDWVKKRKIASIDLILTSLAISRICLLCVILLDCFILVLYPDVYATGKEMRIIDFFWTLTNHLSIWFATCLSIYYFFKIGNFFHPLFLWMKWRIDRVISWILLGCVVLSVFISLPATENLNADFRFCVKAKRKTNLTWSCRVNKTQHASTKLFLNLATLLPFCVCLMSFFLLILSLRRHIRRMQLSATGCRDPSTEAHVRALKAVISFLLLFIAYYLSFLIATSSYFMPETELAVIFGESIALIYPSSHSFILILGNNKLRHASLKVI.... The miRNA is mmu-miR-295-3p with sequence AAAGUGCUACUACUUUUGAGUCU. Result: 0 (no interaction). (7) The miRNA is hsa-miR-3684 with sequence UUAGACCUAGUACACGUCCUU. The protein sequence of the target gene is MVLSLTGLIAFSFLQATLALNPEDPNVCSHWESYAVTVQESYAHPFDQIYYTRCTDILNWFKCTRHRISYKTAYRRGLRTMYRRRSQCCPGYYESGDFCIPLCTEECVHGRCVSPDTCHCEPGWGGPDCSSGCDSDHWGPHCSNRCQCQNGALCNPITGACVCAAGFRGWRCEELCAPGTHGKGCQLPCQCRHGASCDPRAGECLCAPGYTGVYCEELCPPGSHGAHCELRCPCQNGGTCHHITGECACPPGWTGAVCAQPCPPGTFGQNCSQDCPCHHGGQCDHVTGQCHCTAGYMGDR.... Result: 0 (no interaction).